Predict the reactants needed to synthesize the given product. From a dataset of Full USPTO retrosynthesis dataset with 1.9M reactions from patents (1976-2016). Given the product [F:23][C:18]1[CH:19]=[CH:20][CH:21]=[CH:22][C:17]=1[C:16]([N:11]1[CH2:12][CH2:13][C:14]2[N:15]=[C:7]([CH2:5][OH:4])[S:8][C:9]=2[CH2:10]1)=[O:24], predict the reactants needed to synthesize it. The reactants are: [BH4-].[Na+].C[O:4][C:5]([C:7]1[S:8][C:9]2[CH2:10][N:11]([C:16](=[O:24])[C:17]3[CH:22]=[CH:21][CH:20]=[CH:19][C:18]=3[F:23])[CH2:12][CH2:13][C:14]=2[N:15]=1)=O.